Dataset: NCI-60 drug combinations with 297,098 pairs across 59 cell lines. Task: Regression. Given two drug SMILES strings and cell line genomic features, predict the synergy score measuring deviation from expected non-interaction effect. (1) Drug 1: CC12CCC3C(C1CCC2=O)CC(=C)C4=CC(=O)C=CC34C. Drug 2: CC(C1=C(C=CC(=C1Cl)F)Cl)OC2=C(N=CC(=C2)C3=CN(N=C3)C4CCNCC4)N. Cell line: BT-549. Synergy scores: CSS=52.9, Synergy_ZIP=2.92, Synergy_Bliss=3.99, Synergy_Loewe=1.39, Synergy_HSA=0.991. (2) Drug 1: C1=NC2=C(N=C(N=C2N1C3C(C(C(O3)CO)O)F)Cl)N. Drug 2: CC1=C(N=C(N=C1N)C(CC(=O)N)NCC(C(=O)N)N)C(=O)NC(C(C2=CN=CN2)OC3C(C(C(C(O3)CO)O)O)OC4C(C(C(C(O4)CO)O)OC(=O)N)O)C(=O)NC(C)C(C(C)C(=O)NC(C(C)O)C(=O)NCCC5=NC(=CS5)C6=NC(=CS6)C(=O)NCCC[S+](C)C)O. Cell line: HCC-2998. Synergy scores: CSS=52.7, Synergy_ZIP=-9.08, Synergy_Bliss=-8.86, Synergy_Loewe=-3.70, Synergy_HSA=-2.56. (3) Drug 1: C1=NC(=NC(=O)N1C2C(C(C(O2)CO)O)O)N. Drug 2: C(CCl)NC(=O)N(CCCl)N=O. Cell line: NCI-H226. Synergy scores: CSS=20.2, Synergy_ZIP=-6.03, Synergy_Bliss=0.731, Synergy_Loewe=0.476, Synergy_HSA=0.891. (4) Drug 1: CS(=O)(=O)C1=CC(=C(C=C1)C(=O)NC2=CC(=C(C=C2)Cl)C3=CC=CC=N3)Cl. Drug 2: C(CCl)NC(=O)N(CCCl)N=O. Cell line: HOP-92. Synergy scores: CSS=14.3, Synergy_ZIP=0.935, Synergy_Bliss=5.49, Synergy_Loewe=5.21, Synergy_HSA=5.12. (5) Drug 1: CC1CCC2CC(C(=CC=CC=CC(CC(C(=O)C(C(C(=CC(C(=O)CC(OC(=O)C3CCCCN3C(=O)C(=O)C1(O2)O)C(C)CC4CCC(C(C4)OC)OCCO)C)C)O)OC)C)C)C)OC. Drug 2: C1C(C(OC1N2C=NC(=NC2=O)N)CO)O. Cell line: NCI-H226. Synergy scores: CSS=8.35, Synergy_ZIP=-3.36, Synergy_Bliss=-1.75, Synergy_Loewe=-6.16, Synergy_HSA=-1.30. (6) Drug 1: C1CCN(CC1)CCOC2=CC=C(C=C2)C(=O)C3=C(SC4=C3C=CC(=C4)O)C5=CC=C(C=C5)O. Drug 2: C1CCC(C1)C(CC#N)N2C=C(C=N2)C3=C4C=CNC4=NC=N3. Cell line: NCI/ADR-RES. Synergy scores: CSS=2.32, Synergy_ZIP=1.67, Synergy_Bliss=1.90, Synergy_Loewe=1.76, Synergy_HSA=0.181.